This data is from Catalyst prediction with 721,799 reactions and 888 catalyst types from USPTO. The task is: Predict which catalyst facilitates the given reaction. (1) Reactant: [S:1]1[C:5]2[CH:6]=[CH:7][CH:8]=[CH:9][C:4]=2[N:3]=[C:2]1[N:10]1[C:14](=[O:15])[C:13](=[CH:16][N:17](C)C)[C:12]([C:20]2[CH:25]=[CH:24][CH:23]=[C:22]([CH3:26])[CH:21]=2)=[N:11]1. Product: [NH2:17][CH:16]=[C:13]1[C:12]([C:20]2[CH:25]=[CH:24][CH:23]=[C:22]([CH3:26])[CH:21]=2)=[N:11][N:10]([C:2]2[S:1][C:5]3[CH:6]=[CH:7][CH:8]=[CH:9][C:4]=3[N:3]=2)[C:14]1=[O:15]. The catalyst class is: 547. (2) Reactant: [C:1]([C:3]1[CH:4]=[CH:5][C:6](F)=[C:7]([CH:21]=1)[C:8]([NH:10][C:11]1[CH:16]=[CH:15][CH:14]=[C:13]([S:17](=[O:20])(=[O:19])[NH2:18])[CH:12]=1)=[O:9])#[N:2].[Cl:23][C:24]1[CH:29]=[C:28]([F:30])[CH:27]=[CH:26][C:25]=1[OH:31].C([O-])([O-])=O.[Cs+].[Cs+]. Product: [Cl:23][C:24]1[CH:29]=[C:28]([F:30])[CH:27]=[CH:26][C:25]=1[O:31][C:6]1[CH:5]=[CH:4][C:3]([C:1]#[N:2])=[CH:21][C:7]=1[C:8]([NH:10][C:11]1[CH:16]=[CH:15][CH:14]=[C:13]([S:17](=[O:20])(=[O:19])[NH2:18])[CH:12]=1)=[O:9]. The catalyst class is: 37. (3) Reactant: [F:1][C:2]1[CH:7]=[CH:6][CH:5]=[C:4]([O:8][CH3:9])[C:3]=1[CH:10]1[CH:14](C(OCC)=O)[C:13](=[O:20])[C:12](=[O:21])[N:11]1[CH2:22][C:23]1[CH:28]=[CH:27][C:26]([O:29][C:30]([F:33])([F:32])[F:31])=[CH:25][CH:24]=1.Cl.C(Cl)Cl.C([O-])(O)=O.[Na+]. Product: [F:1][C:2]1[CH:7]=[CH:6][CH:5]=[C:4]([O:8][CH3:9])[C:3]=1[CH:10]1[N:11]([CH2:22][C:23]2[CH:24]=[CH:25][C:26]([O:29][C:30]([F:33])([F:32])[F:31])=[CH:27][CH:28]=2)[C:12](=[O:21])[C:13](=[O:20])[CH2:14]1. The catalyst class is: 12. (4) Reactant: [C:1]([O:5][C:6](=[O:31])[NH:7][C@H:8]([CH2:29][OH:30])[CH2:9][C:10]1[CH:15]=[CH:14][C:13]([O:16][C:17]2[C:26]([CH:27]=[O:28])=[CH:25][C:24]3[C:19](=[CH:20][CH:21]=[CH:22][CH:23]=3)[N:18]=2)=[CH:12][CH:11]=1)([CH3:4])([CH3:3])[CH3:2].OO.P([O-])(O)(O)=[O:35].[K+].Cl([O-])=O.[Na+].S([O-])([O-])=O.[Na+].[Na+]. Product: [C:1]([O:5][C:6]([NH:7][C@H:8]([CH2:29][OH:30])[CH2:9][C:10]1[CH:15]=[CH:14][C:13]([O:16][C:17]2[C:26]([C:27]([OH:35])=[O:28])=[CH:25][C:24]3[C:19](=[CH:20][CH:21]=[CH:22][CH:23]=3)[N:18]=2)=[CH:12][CH:11]=1)=[O:31])([CH3:3])([CH3:2])[CH3:4]. The catalyst class is: 47. (5) Reactant: C([O:3][C:4](=[O:25])[C:5]([CH2:17][C:18]1[CH:23]=[CH:22][C:21](O)=[CH:20][CH:19]=1)([O:10][C:11]1[CH:16]=[CH:15][CH:14]=[CH:13][CH:12]=1)[CH2:6][CH2:7][CH2:8][CH3:9])C.[CH3:26][C:27]1[O:31][C:30]([C:32]2[CH:37]=[CH:36][CH:35]=[C:34]([C:38]3[S:39][CH:40]=[CH:41][CH:42]=3)[CH:33]=2)=[N:29][C:28]=1[CH2:43][CH2:44][O:45]S(C1C=CC(C)=CC=1)(=O)=O.C([O-])([O-])=O.[K+].[K+].[OH-].[Na+]. Product: [CH3:26][C:27]1[O:31][C:30]([C:32]2[CH:37]=[CH:36][CH:35]=[C:34]([C:38]3[S:39][CH:40]=[CH:41][CH:42]=3)[CH:33]=2)=[N:29][C:28]=1[CH2:43][CH2:44][O:45][C:21]1[CH:22]=[CH:23][C:18]([CH2:17][C:5]([O:10][C:11]2[CH:16]=[CH:15][CH:14]=[CH:13][CH:12]=2)([CH2:6][CH2:7][CH2:8][CH3:9])[C:4]([OH:25])=[O:3])=[CH:19][CH:20]=1. The catalyst class is: 8. (6) Reactant: [CH:1]([Mg]Cl)=[CH2:2].[CH3:5][O:6][C:7]1[CH:20]=[CH:19][C:18]2[O:17][C:16]3[C:11](=[CH:12][C:13]([C:21]4[CH:22]=[N:23][CH:24]=[N:25][CH:26]=4)=[CH:14][CH:15]=3)[C:10](=[O:27])[C:9]=2[CH:8]=1. Product: [CH3:5][O:6][C:7]1[CH:20]=[CH:19][C:18]2[O:17][C:16]3[C:11](=[CH:12][C:13]([C:21]4[CH:26]=[N:25][CH:24]=[N:23][CH:22]=4)=[CH:14][CH:15]=3)[C:10]([CH:1]=[CH2:2])([OH:27])[C:9]=2[CH:8]=1. The catalyst class is: 1. (7) Reactant: Cl[C:2]1[C:3]2[N:4]([CH:10]=[CH:11][CH:12]=2)[N:5]=[CH:6][C:7]=1[C:8]#[N:9].[O:13]1[CH2:17][CH2:16][CH2:15][CH:14]1[CH2:18][NH2:19].CCN(C(C)C)C(C)C. Product: [O:13]1[CH2:17][CH2:16][CH2:15][CH:14]1[CH2:18][NH:19][C:2]1[C:3]2[N:4]([CH:10]=[CH:11][CH:12]=2)[N:5]=[CH:6][C:7]=1[C:8]#[N:9]. The catalyst class is: 3. (8) Reactant: N[C:2]1[CH:3]=[C:4]([CH:8]=[C:9]([C:11]([O:13][CH3:14])=[O:12])[CH:10]=1)[C:5]([OH:7])=[O:6].N([O-])=O.[Na+].[I-:19].[K+]. The catalyst class is: 126. Product: [I:19][C:2]1[CH:3]=[C:4]([CH:8]=[C:9]([C:11]([O:13][CH3:14])=[O:12])[CH:10]=1)[C:5]([OH:7])=[O:6].